This data is from Reaction yield outcomes from USPTO patents with 853,638 reactions. The task is: Predict the reaction yield, written as a fraction of the theoretical maximum amount of product (1.0 means a 100% yield; for example, 0.34 means a 34% yield). The reactants are [Cl:1][C:2]1[N:11]=[C:10]2[C:5]([CH2:6][CH2:7][CH2:8][NH:9]2)=[CH:4][CH:3]=1.[CH3:12][C:13]([O:16][C:17](O[C:17]([O:16][C:13]([CH3:15])([CH3:14])[CH3:12])=[O:18])=[O:18])([CH3:15])[CH3:14].O. The catalyst is CN(C)C1C=CN=CC=1.C1COCC1. The product is [Cl:1][C:2]1[N:11]=[C:10]2[C:5]([CH2:6][CH2:7][CH2:8][N:9]2[C:17]([O:16][C:13]([CH3:15])([CH3:14])[CH3:12])=[O:18])=[CH:4][CH:3]=1. The yield is 0.910.